From a dataset of hERG Central: cardiac toxicity at 1µM, 10µM, and general inhibition. Predict hERG channel inhibition at various concentrations. (1) The drug is COc1ccc(N2CCN(Cc3nc(N)nc(Nc4ccccc4OC)n3)CC2)cc1. Results: hERG_inhib (hERG inhibition (general)): blocker. (2) Results: hERG_inhib (hERG inhibition (general)): blocker. The molecule is CCOc1ccccc1N1CCN(C/C=C/c2ccc(N(C)C)cc2)CC1. (3) The molecule is CN(C)CCCN1c2ccc([N+](=O)[O-])cc2CCc2cc([N+](=O)[O-])ccc21. Results: hERG_inhib (hERG inhibition (general)): blocker. (4) The molecule is O=C(NCCCN1CCc2ccccc2C1)Nc1ccc(Br)cc1. Results: hERG_inhib (hERG inhibition (general)): blocker. (5) The molecule is COC(=O)c1ccc(CN2CCN(CCCc3ccccc3)C(CCO)C2)cc1. Results: hERG_inhib (hERG inhibition (general)): blocker. (6) The molecule is CNCc1c(OCc2ccccc2F)ccc2ccccc12.Cl. Results: hERG_inhib (hERG inhibition (general)): blocker. (7) Results: hERG_inhib (hERG inhibition (general)): blocker. The molecule is CCN1CCN(c2ccc([N+](=O)[O-])c(Sc3nc4ccccc4[nH]3)c2)CC1. (8) The molecule is CCC1CCCN1Cn1cnc2c([nH]c3ccccc32)c1=O. Results: hERG_inhib (hERG inhibition (general)): blocker. (9) The molecule is COc1ccc(C[C@H]2CN3C(=NC[C@@H]3C(C)C)N2C[C@H](C)NC(=O)CCC2CCCCC2)cc1. Results: hERG_inhib (hERG inhibition (general)): blocker. (10) The compound is Cl.O=C(c1ccc(Cl)c(S(=O)(=O)N2CCCC2)c1)N1CCN(c2ccc(F)cc2)CC1. Results: hERG_inhib (hERG inhibition (general)): blocker.